This data is from Reaction yield outcomes from USPTO patents with 853,638 reactions. The task is: Predict the reaction yield, written as a fraction of the theoretical maximum amount of product (1.0 means a 100% yield; for example, 0.34 means a 34% yield). (1) The reactants are [Cl:1][C:2]1[CH:7]=[CH:6][C:5]([CH:8]([NH:15]C(=O)OC(C)(C)C)[CH2:9][CH2:10][NH:11][C:12]([NH2:14])=[O:13])=[CH:4][CH:3]=1. The catalyst is C(O)(C(F)(F)F)=O. The product is [NH2:15][CH:8]([C:5]1[CH:4]=[CH:3][C:2]([Cl:1])=[CH:7][CH:6]=1)[CH2:9][CH2:10][NH:11][C:12]([NH2:14])=[O:13]. The yield is 0.628. (2) The reactants are [F:1][CH2:2][CH2:3][NH2:4].N1C=CC=CC=1.Cl[C:12]([O:14][C:15]1[CH:20]=[CH:19][CH:18]=[CH:17][CH:16]=1)=[O:13].O. The catalyst is CN(C)C=O.C(OCC)(=O)C. The product is [F:1][CH2:2][CH2:3][NH:4][C:12](=[O:13])[O:14][C:15]1[CH:20]=[CH:19][CH:18]=[CH:17][CH:16]=1. The yield is 0.865.